From a dataset of Peptide-MHC class II binding affinity with 134,281 pairs from IEDB. Regression. Given a peptide amino acid sequence and an MHC pseudo amino acid sequence, predict their binding affinity value. This is MHC class II binding data. (1) The peptide sequence is EQISVLRKAFDAFDR. The MHC is HLA-DQA10401-DQB10402 with pseudo-sequence HLA-DQA10401-DQB10402. The binding affinity (normalized) is 0.199. (2) The peptide sequence is PSGLVIPETAKEKP. The MHC is DRB5_0101 with pseudo-sequence DRB5_0101. The binding affinity (normalized) is 0.260. (3) The peptide sequence is GRIGRNPSQVGDEYCY. The MHC is DRB1_0404 with pseudo-sequence DRB1_0404. The binding affinity (normalized) is 0. (4) The peptide sequence is GELQIVDCIDAAFKI. The MHC is DRB4_0101 with pseudo-sequence DRB4_0103. The binding affinity (normalized) is 0.439. (5) The peptide sequence is QSKLSRNFTKGVKKI. The MHC is DRB1_0401 with pseudo-sequence DRB1_0401. The binding affinity (normalized) is 0.365. (6) The peptide sequence is EEVDMTPADALDDFD. The MHC is HLA-DPA10103-DPB10401 with pseudo-sequence HLA-DPA10103-DPB10401. The binding affinity (normalized) is 0.0745. (7) The MHC is DRB1_0901 with pseudo-sequence DRB1_0901. The peptide sequence is NKICTSKGDSARVTV. The binding affinity (normalized) is 0.303. (8) The peptide sequence is DDGRNIAWDNDKLES. The MHC is DRB1_1501 with pseudo-sequence DRB1_1501. The binding affinity (normalized) is 0.286. (9) The peptide sequence is EKLQLKGTTYGVCSKAFK. The MHC is DRB3_0101 with pseudo-sequence DRB3_0101. The binding affinity (normalized) is 0. (10) The peptide sequence is LRPTFDTRLMRLEDE. The MHC is DRB1_1201 with pseudo-sequence DRB1_1201. The binding affinity (normalized) is 0.0748.